From a dataset of Full USPTO retrosynthesis dataset with 1.9M reactions from patents (1976-2016). Predict the reactants needed to synthesize the given product. (1) Given the product [CH3:9]/[C:8](/[O-:10])=[C:7](/[P:3]([O:4][CH3:5])([O:2][CH3:1])=[O:6])\[N+:24]#[N:25], predict the reactants needed to synthesize it. The reactants are: [CH3:1][O:2][P:3]([CH2:7][C:8](=[O:10])[CH3:9])(=[O:6])[O:4][CH3:5].C(NC1C=CC(S([N:24]=[N+:25]=[N-])(=O)=O)=CC=1)(=O)C.C(=O)([O-])[O-].[K+].[K+]. (2) Given the product [CH3:34][N:18]([CH2:17][C:14]1[N:15]=[N:16][C:11]([C:8]2[CH:9]=[CH:10][C:5]([S:2]([CH3:1])(=[O:3])=[O:4])=[CH:6][CH:7]=2)=[CH:12][CH:13]=1)[CH:19]1[CH2:24][CH2:23][N:22]([C:25]([O:27][C:28]([CH3:31])([CH3:30])[CH3:29])=[O:26])[CH2:21][CH2:20]1, predict the reactants needed to synthesize it. The reactants are: [CH3:1][S:2]([C:5]1[CH:10]=[CH:9][C:8]([C:11]2[N:16]=[N:15][C:14]([CH2:17][NH:18][CH:19]3[CH2:24][CH2:23][N:22]([C:25]([O:27][C:28]([CH3:31])([CH3:30])[CH3:29])=[O:26])[CH2:21][CH2:20]3)=[CH:13][CH:12]=2)=[CH:7][CH:6]=1)(=[O:4])=[O:3].[BH-](OC(C)=O)(OC(C)=O)O[C:34](C)=O.[Na+].C=O. (3) Given the product [CH3:1][C:2]1[C:3]([CH3:27])=[CH:4][C:5]2[O:26][CH2:25][C:8]3([C:16]4[C:11](=[CH:12][CH:13]=[CH:14][CH:15]=4)[N:10]([CH2:17][C:18]4[CH:23]=[CH:22][CH:28]=[CH:29][N:30]=4)[C:9]3=[O:24])[C:6]=2[CH:7]=1, predict the reactants needed to synthesize it. The reactants are: [CH3:1][C:2]1[C:3]([CH3:27])=[CH:4][C:5]2[O:26][CH2:25][C:8]3([C:16]4[C:11](=[CH:12][CH:13]=[CH:14][CH:15]=4)[N:10]([CH2:17][CH:18]4[CH2:23][CH2:22]OCC4)[C:9]3=[O:24])[C:6]=2[CH:7]=1.[CH3:28][C:29]1C2C=C3C4(C5C(=CC=CC=5)NC4=O)COC3=CC=2O[N:30]=1.BrCC1C=CC=CN=1.BrCC1OC(C(F)(F)F)=CC=1. (4) Given the product [Cl:50][C:31]1[C:32]([O:33][C:34]2[CH:35]=[CH:36][C:37]3[N:38]([CH:40]=[C:41]([NH:43][C:44]([CH:46]4[CH2:47][CH2:48]4)=[O:45])[N:42]=3)[N:39]=2)=[CH:49][C:28]([NH:27][C:10](=[O:12])[C:9]2[CH:13]=[CH:14][CH:15]=[C:7]([C:3]3([C:1]#[N:2])[CH2:4][CH2:5][CH2:6]3)[CH:8]=2)=[C:29]([F:51])[CH:30]=1, predict the reactants needed to synthesize it. The reactants are: [C:1]([C:3]1([C:7]2[CH:8]=[C:9]([CH:13]=[CH:14][CH:15]=2)[C:10]([OH:12])=O)[CH2:6][CH2:5][CH2:4]1)#[N:2].C(Cl)(=O)C(Cl)=O.O1CCCC1.[NH2:27][C:28]1[C:29]([F:51])=[CH:30][C:31]([Cl:50])=[C:32]([CH:49]=1)[O:33][C:34]1[CH:35]=[CH:36][C:37]2[N:38]([CH:40]=[C:41]([NH:43][C:44]([CH:46]3[CH2:48][CH2:47]3)=[O:45])[N:42]=2)[N:39]=1. (5) Given the product [CH2:32]([NH:39][C:19]([C:17]1[S:18][C:14]([CH3:13])=[C:15]([NH:22][C:23](=[O:31])[CH2:24][C:25]2[CH:30]=[CH:29][CH:28]=[CH:27][CH:26]=2)[CH:16]=1)=[O:21])[C:33]1[CH:38]=[CH:37][CH:36]=[CH:35][CH:34]=1, predict the reactants needed to synthesize it. The reactants are: C(N1C=CN=C1)(N1C=CN=C1)=O.[CH3:13][C:14]1[S:18][C:17]([C:19]([OH:21])=O)=[CH:16][C:15]=1[NH:22][C:23](=[O:31])[CH2:24][C:25]1[CH:30]=[CH:29][CH:28]=[CH:27][CH:26]=1.[CH2:32]([NH2:39])[C:33]1[CH:38]=[CH:37][CH:36]=[CH:35][CH:34]=1. (6) Given the product [Si:13]([O:30][CH2:31][CH2:32][O:33][CH2:34][C@H:35]([O:40][C:41]1[N:46]=[CH:45][N:44]=[C:43]2[N:47]([C:50]3[C:55]([Cl:56])=[CH:54][CH:53]=[CH:52][N:51]=3)[N:48]=[CH:49][C:42]=12)[C:36]([NH:12][C:9]1[CH:8]=[CH:7][C:6]([Cl:5])=[CH:11][N:10]=1)=[O:37])([C:26]([CH3:27])([CH3:28])[CH3:29])([C:20]1[CH:21]=[CH:22][CH:23]=[CH:24][CH:25]=1)[C:14]1[CH:19]=[CH:18][CH:17]=[CH:16][CH:15]=1, predict the reactants needed to synthesize it. The reactants are: C[Al](C)C.[Cl:5][C:6]1[CH:7]=[CH:8][C:9]([NH2:12])=[N:10][CH:11]=1.[Si:13]([O:30][CH2:31][CH2:32][O:33][CH2:34][C@H:35]([O:40][C:41]1[N:46]=[CH:45][N:44]=[C:43]2[N:47]([C:50]3[C:55]([Cl:56])=[CH:54][CH:53]=[CH:52][N:51]=3)[N:48]=[CH:49][C:42]=12)[C:36](OC)=[O:37])([C:26]([CH3:29])([CH3:28])[CH3:27])([C:20]1[CH:25]=[CH:24][CH:23]=[CH:22][CH:21]=1)[C:14]1[CH:19]=[CH:18][CH:17]=[CH:16][CH:15]=1. (7) Given the product [NH2:10][C:7]1[CH:8]=[CH:9][C:4]([C:3]([N:2]([CH3:15])[CH3:1])=[O:14])=[CH:5][C:6]=1[CH3:13], predict the reactants needed to synthesize it. The reactants are: [CH3:1][N:2]([CH3:15])[C:3](=[O:14])[C:4]1[CH:9]=[CH:8][C:7]([N+:10]([O-])=O)=[C:6]([CH3:13])[CH:5]=1. (8) Given the product [CH2:1]([O:5][C:6]1[C:15]2[C:10](=[CH:11][CH:12]=[C:13]([C:16]3[S:17][C:18]([C:22]([O:24][CH2:25][CH3:26])=[O:23])=[C:19]([CH3:21])[N:20]=3)[CH:14]=2)[C:9](=[O:27])[N:8]([CH2:28][CH:29]([CH3:30])[CH3:31])[C:7]=1[CH2:32][NH:33][C:34]([O:36][C:60]([CH3:63])([CH3:62])[CH3:61])=[O:35])[CH2:2][CH2:3][CH3:4], predict the reactants needed to synthesize it. The reactants are: [CH2:1]([O:5][C:6]1[C:15]2[C:10](=[CH:11][CH:12]=[C:13]([C:16]3[S:17][C:18]([C:22]([O:24][CH2:25][CH3:26])=[O:23])=[C:19]([CH3:21])[N:20]=3)[CH:14]=2)[C:9](=[O:27])[N:8]([CH2:28][CH:29]([CH3:31])[CH3:30])[C:7]=1[CH2:32][NH:33][C:34]([O:36]CC1C2C=CC=CC=2C2C1=CC=CC=2)=[O:35])[CH2:2][CH2:3][CH3:4].N1CCCC1.O.C(OC(O[C:60]([CH3:63])([CH3:62])[CH3:61])=O)(O[C:60]([CH3:63])([CH3:62])[CH3:61])=O. (9) Given the product [C:1]12([CH2:11][O:12][C:13]3[C:18]([Br:19])=[CH:17][N:16]4[CH:22]=[N:21][N:20]=[C:15]4[CH:14]=3)[CH2:8][CH:7]3[CH2:9][CH:3]([CH2:4][CH:5]([CH2:6]3)[CH2:10]1)[CH2:2]2, predict the reactants needed to synthesize it. The reactants are: [C:1]12([CH2:11][O:12][C:13]3[C:18]([Br:19])=[CH:17][N:16]=[C:15]([NH:20][NH2:21])[CH:14]=3)[CH2:10][CH:5]3[CH2:6][CH:7]([CH2:9][CH:3]([CH2:4]3)[CH2:2]1)[CH2:8]2.[CH:22](OCC)(OCC)OCC. (10) Given the product [N+:1]([C:4]1[CH:5]=[C:6]([N:10]2[C:11]3[C:12](=[CH:15][CH:16]=[CH:17][N:18]=3)[CH:13]=[C:29]([CH2:28][CH2:27][CH2:26][CH2:25][C:22]3[CH:21]=[CH:20][N:19]=[CH:24][CH:23]=3)[C:30]2=[O:31])[CH:7]=[CH:8][CH:9]=1)([O-:3])=[O:2], predict the reactants needed to synthesize it. The reactants are: [N+:1]([C:4]1[CH:5]=[C:6]([NH:10][C:11]2[N:18]=[CH:17][CH:16]=[CH:15][C:12]=2[CH:13]=O)[CH:7]=[CH:8][CH:9]=1)([O-:3])=[O:2].[N:19]1[CH:24]=[CH:23][C:22]([CH2:25][CH2:26][CH2:27][CH2:28][CH2:29][C:30](OC)=[O:31])=[CH:21][CH:20]=1.[Li+].CC([N-]C(C)C)C.